From a dataset of Forward reaction prediction with 1.9M reactions from USPTO patents (1976-2016). Predict the product of the given reaction. (1) Given the reactants [N+:1]([C:4]1[CH:5]=[N:6][NH:7][CH:8]=1)([O-:3])=[O:2].[C:9]([O:13][C:14](O[C:14]([O:13][C:9]([CH3:12])([CH3:11])[CH3:10])=[O:15])=[O:15])([CH3:12])([CH3:11])[CH3:10], predict the reaction product. The product is: [N+:1]([C:4]1[CH:5]=[N:6][N:7]([C:14]([O:13][C:9]([CH3:12])([CH3:11])[CH3:10])=[O:15])[CH:8]=1)([O-:3])=[O:2]. (2) Given the reactants [F:1][C:2]1[CH:7]=[CH:6][C:5]([C:8]([N:10]2[CH2:15][CH2:14][CH2:13][C@@H:12](O)[CH2:11]2)=[O:9])=[C:4]([CH3:17])[CH:3]=1.[C:18]1([C:24]2[NH:28][N:27]=[N:26][N:25]=2)[CH:23]=[CH:22][CH:21]=[CH:20][CH:19]=1, predict the reaction product. The product is: [F:1][C:2]1[CH:7]=[CH:6][C:5]([C:8]([N:10]2[CH2:15][CH2:14][CH2:13][C@H:12]([N:26]3[N:27]=[N:28][C:24]([C:18]4[CH:23]=[CH:22][CH:21]=[CH:20][CH:19]=4)=[N:25]3)[CH2:11]2)=[O:9])=[C:4]([CH3:17])[CH:3]=1. (3) Given the reactants [CH3:1][C:2]1[CH:7]=[C:6]([CH3:8])[CH:5]=[CH:4][C:3]=1[C:9]1[C:18]2[O:17][CH:16]([CH3:19])[C:15](=[O:20])[NH:14][C:13]=2[CH:12]=[CH:11][CH:10]=1.[H-].[Na+].Br[CH:24]([CH2:28][CH2:29][CH3:30])[CH2:25][CH2:26][CH3:27], predict the reaction product. The product is: [CH3:1][C:2]1[CH:7]=[C:6]([CH3:8])[CH:5]=[CH:4][C:3]=1[C:9]1[C:18]2[O:17][CH:16]([CH3:19])[C:15](=[O:20])[N:14]([CH:24]([CH2:28][CH2:29][CH3:30])[CH2:25][CH2:26][CH3:27])[C:13]=2[CH:12]=[CH:11][CH:10]=1. (4) Given the reactants C(C1C=C(N[CH:11]([C:15]2[CH:20]=[CH:19][C:18](OC)=[C:17]([O:23][CH3:24])[CH:16]=2)[C:12]([OH:14])=[O:13])C=CC=1)(=O)N.[NH2:25][C:26]1[CH:27]=[C:28]([C:32]([F:35])=[CH:33][CH:34]=1)[C:29]([NH2:31])=[O:30].COC1C=C(B(O)O)C=CC=1[F:44].O.C(O)(=O)C=O, predict the reaction product. The product is: [C:29]([C:28]1[CH:27]=[C:26]([NH:25][CH:11]([C:15]2[CH:20]=[CH:19][C:18]([F:44])=[C:17]([O:23][CH3:24])[CH:16]=2)[C:12]([OH:14])=[O:13])[CH:34]=[CH:33][C:32]=1[F:35])(=[O:30])[NH2:31].